This data is from Peptide-MHC class I binding affinity with 185,985 pairs from IEDB/IMGT. The task is: Regression. Given a peptide amino acid sequence and an MHC pseudo amino acid sequence, predict their binding affinity value. This is MHC class I binding data. (1) The binding affinity (normalized) is 0. The MHC is HLA-B42:01 with pseudo-sequence HLA-B42:01. The peptide sequence is ETINEEAAEW. (2) The peptide sequence is HPKLRPILL. The MHC is HLA-A03:01 with pseudo-sequence HLA-A03:01. The binding affinity (normalized) is 0.0847. (3) The peptide sequence is FLYCKMNWF. The MHC is Mamu-B8701 with pseudo-sequence Mamu-B8701. The binding affinity (normalized) is 0.0312.